This data is from CYP2D6 inhibition data for predicting drug metabolism from PubChem BioAssay. The task is: Regression/Classification. Given a drug SMILES string, predict its absorption, distribution, metabolism, or excretion properties. Task type varies by dataset: regression for continuous measurements (e.g., permeability, clearance, half-life) or binary classification for categorical outcomes (e.g., BBB penetration, CYP inhibition). Dataset: cyp2d6_veith. (1) The drug is COCCn1c(=O)c(CCc2ccccc2)nc2cnc(OCc3ccccc3)nc21. The result is 0 (non-inhibitor). (2) The drug is O=C(c1cc(C(F)(F)F)cc(C(F)(F)F)c1)N1CCC2(CC1)CN(c1ccncc1)C2. The result is 0 (non-inhibitor). (3) The result is 0 (non-inhibitor). The compound is c1ccc2c(c1)C(=Nc1ccc(N=C3c4ccccc4-c4ccccc43)cc1)c1ccccc1-2. (4) The molecule is CC(=O)NS(=O)(=O)c1ccc(NC(=S)NC(=O)c2ccco2)cc1. The result is 0 (non-inhibitor). (5) The molecule is Cn1c(Cc2cccc3ccccc23)nnc1SCC(=O)N1CCN(c2ccccc2)CC1. The result is 0 (non-inhibitor). (6) The result is 0 (non-inhibitor). The molecule is CCn1c(O)c(/C=C2\C=Nc3ccccc32)sc1=Nc1ccc(C)cc1. (7) The molecule is Cc1ccc(CN2CC34C=CC(O3)C(C(=O)NCc3ccc5c(c3)OCO5)C4C2=O)cc1. The result is 1 (inhibitor). (8) The drug is COc1ccc(N2CCN(C(=S)Nc3cc(C)cc(C)c3)CC2)cc1. The result is 0 (non-inhibitor). (9) The compound is O=C(Oc1ccc(S(=O)(=O)F)cc1F)c1ccccc1Cl. The result is 0 (non-inhibitor).